This data is from Forward reaction prediction with 1.9M reactions from USPTO patents (1976-2016). The task is: Predict the product of the given reaction. (1) The product is: [C:1]([O:5][C:6]([N:8]1[CH2:12][CH2:11][C@@H:10]([O:13][C:15]2[C:24]3[C:19](=[CH:20][CH:21]=[C:22]([O:25][CH3:26])[CH:23]=3)[N:18]=[CH:17][N:16]=2)[CH2:9]1)=[O:7])([CH3:4])([CH3:2])[CH3:3]. Given the reactants [C:1]([O:5][C:6]([N:8]1[CH2:12][CH2:11][C@@H:10]([OH:13])[CH2:9]1)=[O:7])([CH3:4])([CH3:3])[CH3:2].Cl[C:15]1[C:24]2[C:19](=[CH:20][CH:21]=[C:22]([O:25][CH3:26])[CH:23]=2)[N:18]=[CH:17][N:16]=1, predict the reaction product. (2) The product is: [CH3:39][N:38]([CH3:40])[C:36]([C:35]1[CH:41]=[CH:42][C:32]([C:12]2[CH:13]=[C:14]3[C:9]([CH:8]([C:2]([CH3:1])([CH3:7])[C:3]([O:5][CH3:6])=[O:4])[C:21]4[C:16]([O:15]3)=[N:17][CH:18]=[CH:19][CH:20]=4)=[CH:10][CH:11]=2)=[CH:33][CH:34]=1)=[O:37]. Given the reactants [CH3:1][C:2]([CH:8]1[C:21]2[C:16](=[N:17][CH:18]=[CH:19][CH:20]=2)[O:15][C:14]2[C:9]1=[CH:10][CH:11]=[C:12](B1OC(C)(C)C(C)(C)O1)[CH:13]=2)([CH3:7])[C:3]([O:5][CH3:6])=[O:4].Br[C:32]1[CH:42]=[CH:41][C:35]([C:36]([N:38]([CH3:40])[CH3:39])=[O:37])=[CH:34][CH:33]=1.P([O-])([O-])([O-])=O.[K+].[K+].[K+], predict the reaction product. (3) Given the reactants [CH3:1][C:2]1[O:6][N:5]=[C:4]([C:7]([N:9]2[CH2:14][CH2:13][CH:12]([CH2:15][C:16]([OH:18])=O)[CH2:11][CH2:10]2)=[O:8])[CH:3]=1.F[P-](F)(F)(F)(F)F.C[N+](C)=C(N(C)C)ON1C2N=CC=CC=2N=N1.[F:43][C:44]([F:49])([F:48])[C:45]([OH:47])=[O:46].[F:50][C:51]([F:56])([F:55])[C:52]([OH:54])=[O:53].FC(F)(F)C(O)=O.[F:64][C:65]1[CH:66]=[N:67][C:68]2[NH:69][C:70]3[CH:71]=[N:72][CH:73]=[C:74]([CH:87]=3)[CH2:75][CH2:76][C:77]3[CH:85]=[C:81]([NH:82][C:83]=1[N:84]=2)[CH:80]=[CH:79][C:78]=3[NH2:86], predict the reaction product. The product is: [F:43][C:44]([F:49])([F:48])[C:45]([OH:47])=[O:46].[F:50][C:51]([F:56])([F:55])[C:52]([OH:54])=[O:53].[F:64][C:65]1[CH:66]=[N:67][C:68]2[NH:69][C:70]3[CH:71]=[N:72][CH:73]=[C:74]([CH:87]=3)[CH2:75][CH2:76][C:77]3[CH:85]=[C:81]([NH:82][C:83]=1[N:84]=2)[CH:80]=[CH:79][C:78]=3[NH:86][C:16](=[O:18])[CH2:15][CH:12]1[CH2:11][CH2:10][N:9]([C:7]([C:4]2[CH:3]=[C:2]([CH3:1])[O:6][N:5]=2)=[O:8])[CH2:14][CH2:13]1. (4) Given the reactants [CH3:1][O:2][C:3]1[CH:4]=[C:5]2[C:10](=[CH:11][C:12]=1[O:13][CH3:14])[N:9]=[CH:8][CH:7]=[C:6]2[O:15][C:16]1[C:22]([CH3:23])=[CH:21][C:19]([NH2:20])=[C:18]([CH3:24])[CH:17]=1.Cl[C:26](Cl)([O:28][C:29](=[O:35])OC(Cl)(Cl)Cl)Cl.[CH:37]1(CO)[CH2:42][CH2:41][CH2:40][CH2:39][CH2:38]1.C(=O)(O)[O-].[Na+], predict the reaction product. The product is: [CH3:1][O:2][C:3]1[CH:4]=[C:5]2[C:10](=[CH:11][C:12]=1[O:13][CH3:14])[N:9]=[CH:8][CH:7]=[C:6]2[O:15][C:16]1[C:22]([CH3:23])=[CH:21][C:19]([NH:20][C:29](=[O:35])[O:28][CH2:26][CH:37]2[CH2:42][CH2:41][CH2:40][CH2:39][CH2:38]2)=[C:18]([CH3:24])[CH:17]=1. (5) Given the reactants [CH2:1]([O:3][C:4]([C:6]1[C:10]([C:11]([O:13][CH2:14][CH3:15])=[O:12])=[C:9]([NH2:16])[S:8][C:7]=1[NH2:17])=[O:5])[CH3:2].[S:18]1[CH:22]=[CH:21][CH:20]=[C:19]1[CH:23]=O.FC(F)(F)C(O)=O, predict the reaction product. The product is: [CH2:1]([O:3][C:4]([C:6]1[C:10]([C:11]([O:13][CH2:14][CH3:15])=[O:12])=[C:9]([N:16]=[CH:23][C:19]2[S:18][CH:22]=[CH:21][CH:20]=2)[S:8][C:7]=1[NH2:17])=[O:5])[CH3:2]. (6) Given the reactants [C:1]([O:5][C:6]([N:8]1[CH2:13][CH2:12][CH:11]([C:14]([OH:16])=O)[CH2:10][CH2:9]1)=[O:7])([CH3:4])([CH3:3])[CH3:2].S(Cl)([Cl:19])=O, predict the reaction product. The product is: [C:1]([O:5][C:6]([N:8]1[CH2:13][CH2:12][CH:11]([C:14]([Cl:19])=[O:16])[CH2:10][CH2:9]1)=[O:7])([CH3:4])([CH3:3])[CH3:2]. (7) The product is: [CH3:1][C:2]1[C:6]([C:7]2[CH:8]=[C:9]([I:15])[C:10]3[NH:14][C:17](=[O:18])[NH:13][C:11]=3[CH:12]=2)=[C:5]([CH3:16])[O:4][N:3]=1. Given the reactants [CH3:1][C:2]1[C:6]([C:7]2[CH:12]=[C:11]([NH2:13])[C:10]([NH2:14])=[C:9]([I:15])[CH:8]=2)=[C:5]([CH3:16])[O:4][N:3]=1.[C:17](C1NC=CN=1)(C1NC=CN=1)=[O:18], predict the reaction product. (8) Given the reactants [C:1]1([SH:11])[C:10]2[C:5](=[CH:6][CH:7]=[CH:8][CH:9]=2)[CH:4]=[CH:3][CH:2]=1.Cl[CH2:13][CH2:14][CH2:15][N:16]([CH3:18])[CH3:17], predict the reaction product. The product is: [CH3:17][N:16]([CH3:18])[CH2:15][CH2:14][CH2:13][S:11][C:1]1[C:10]2[C:5](=[CH:6][CH:7]=[CH:8][CH:9]=2)[CH:4]=[CH:3][CH:2]=1. (9) Given the reactants [N+:1]([C:4]1[C:13]2[O:12][CH2:11][CH2:10][O:9][C:8]=2[CH:7]=[CH:6][C:5]=1[NH:14][C:15](=[O:21])[O:16][C:17]([CH3:20])([CH3:19])[CH3:18])([O-:3])=[O:2].[H-].[Na+].S(OC)(O[CH3:28])(=O)=O.O, predict the reaction product. The product is: [CH3:28][N:14]([C:5]1[CH:6]=[CH:7][C:8]2[O:9][CH2:10][CH2:11][O:12][C:13]=2[C:4]=1[N+:1]([O-:3])=[O:2])[C:15](=[O:21])[O:16][C:17]([CH3:18])([CH3:20])[CH3:19].